From a dataset of HIV replication inhibition screening data with 41,000+ compounds from the AIDS Antiviral Screen. Binary Classification. Given a drug SMILES string, predict its activity (active/inactive) in a high-throughput screening assay against a specified biological target. The molecule is CCc1cccc(NC(=O)c2cc(C=Cc3ccccc3)nc(S)n2)c1. The result is 0 (inactive).